Dataset: HIV replication inhibition screening data with 41,000+ compounds from the AIDS Antiviral Screen. Task: Binary Classification. Given a drug SMILES string, predict its activity (active/inactive) in a high-throughput screening assay against a specified biological target. The compound is CN(NC(=O)c1ccco1)C1=NCCN1.I. The result is 0 (inactive).